From a dataset of Experimentally validated miRNA-target interactions with 360,000+ pairs, plus equal number of negative samples. Binary Classification. Given a miRNA mature sequence and a target amino acid sequence, predict their likelihood of interaction. The miRNA is hsa-miR-4753-5p with sequence CAAGGCCAAAGGAAGAGAACAG. The protein sequence of the target gene is MASLYQRFTGKINTSRSFPAPPEASHLLGGQGPEEDGGAGAKPLGPRAQAAAPRERGGGGGGAGGRPRFQYQARSDGDEEDELVGSNPPQRNWKGIAIALLVILVICSLIVTSVILLTPAEDNSLSQKKKVTVEDLFSEDFKIHDPEAKWISDTEFIYREQKGTVRLWNVETNTSTVLIEGKKIESLRAIRYEISPDREYALFSYNVEPIYQHSYTGYYVLSKIPHGDPQSLDPPEVSNAKLQYAGWGPKGQQLIFIFENNIYYCAHVGKQAIRVVSTGKEGVIYNGLSDWLYEEEILKT.... Result: 0 (no interaction).